Dataset: Catalyst prediction with 721,799 reactions and 888 catalyst types from USPTO. Task: Predict which catalyst facilitates the given reaction. (1) Reactant: [C:1]1([CH:7]2[NH:12][CH2:11][CH2:10][NH:9][CH2:8]2)[CH:6]=[CH:5][CH:4]=[CH:3][CH:2]=1.[O:13](C(OC(C)(C)C)=O)[C:14]([O:16][C:17]([CH3:20])([CH3:19])[CH3:18])=O. The catalyst class is: 2. Product: [C:14]([N:9]1[CH2:10][CH2:11][NH:12][CH:7]([C:1]2[CH:2]=[CH:3][CH:4]=[CH:5][CH:6]=2)[CH2:8]1)([O:16][C:17]([CH3:20])([CH3:19])[CH3:18])=[O:13]. (2) Reactant: [CH:1]([N:4]1[C:8]([C:9]2[CH:14]=[CH:13][N:12]=[C:11]([NH:15][C:16]3[CH:26]=[CH:25][C:19]([C:20]([O:22]CC)=[O:21])=[CH:18][N:17]=3)[N:10]=2)=[CH:7][N:6]=[C:5]1[CH3:27])([CH3:3])[CH3:2].[OH-].[Na+]. Product: [CH:1]([N:4]1[C:8]([C:9]2[CH:14]=[CH:13][N:12]=[C:11]([NH:15][C:16]3[CH:26]=[CH:25][C:19]([C:20]([OH:22])=[O:21])=[CH:18][N:17]=3)[N:10]=2)=[CH:7][N:6]=[C:5]1[CH3:27])([CH3:3])[CH3:2]. The catalyst class is: 278. (3) Reactant: Br[C:2]1[N:9]=[CH:8][CH:7]=[C:6]([NH:10][CH2:11][CH2:12][CH2:13][C:14]2[CH:19]=[CH:18][CH:17]=[CH:16][CH:15]=2)[C:3]=1[C:4]#[N:5].[N-:20]=[N+:21]=[N-:22].[Na+].[Cl-].[NH4+]. Product: [N:20]([C:2]1[N:9]=[CH:8][CH:7]=[C:6]([NH:10][CH2:11][CH2:12][CH2:13][C:14]2[CH:19]=[CH:18][CH:17]=[CH:16][CH:15]=2)[C:3]=1[C:4]#[N:5])=[N+:21]=[N-:22]. The catalyst class is: 3. (4) Reactant: Br[B:2](Br)[C:3]1[C:8]([F:9])=[C:7]([F:10])[C:6]([F:11])=[C:5]([F:12])[C:4]=1[B:13](Br)Br.[F:35][C:26]1[C:25]([Zn][C:25]2[C:30]([F:31])=[C:29]([F:32])[C:28]([F:33])=[C:27]([F:34])[C:26]=2[F:35])=[C:30]([F:31])[C:29]([F:32])=[C:28]([F:33])[C:27]=1[F:34]. Product: [F:35][C:26]1[C:25]([B:2]([C:25]2[C:26]([F:35])=[C:27]([F:34])[C:28]([F:33])=[C:29]([F:32])[C:30]=2[F:31])[C:3]2[C:8]([F:9])=[C:7]([F:10])[C:6]([F:11])=[C:5]([F:12])[C:4]=2[B:13]([C:25]2[C:30]([F:31])=[C:29]([F:32])[C:28]([F:33])=[C:27]([F:34])[C:26]=2[F:35])[C:25]2[C:26]([F:35])=[C:27]([F:34])[C:28]([F:33])=[C:29]([F:32])[C:30]=2[F:31])=[C:30]([F:31])[C:29]([F:32])=[C:28]([F:33])[C:27]=1[F:34]. The catalyst class is: 11. (5) Reactant: [NH2:1][C:2]1[CH:7]=[CH:6][C:5]([CH2:8][C:9]([OH:11])=[O:10])=[CH:4][CH:3]=1.CO.Cl[CH2:15]Cl.C[Si](C=[N+]=[N-])(C)C. Product: [NH2:1][C:2]1[CH:3]=[CH:4][C:5]([CH2:8][C:9]([O:11][CH3:15])=[O:10])=[CH:6][CH:7]=1. The catalyst class is: 1.